Dataset: Full USPTO retrosynthesis dataset with 1.9M reactions from patents (1976-2016). Task: Predict the reactants needed to synthesize the given product. (1) Given the product [C:30]([NH:3][C@:2]([CH3:1])([C:11]([OH:13])=[O:12])[CH2:4][C:5]1[CH:6]=[CH:7][CH:8]=[CH:9][CH:10]=1)([O:29][C:26]([CH3:28])([CH3:27])[CH3:25])=[O:31], predict the reactants needed to synthesize it. The reactants are: [CH3:1][C@@:2]([C:11]([OH:13])=[O:12])([CH2:4][C:5]1[CH:10]=[CH:9][CH:8]=[CH:7][CH:6]=1)[NH2:3].O.O.O.O.O.[OH-].C[N+](C)(C)C.[CH3:25][C:26]([O:29][C:30](O[C:30]([O:29][C:26]([CH3:28])([CH3:27])[CH3:25])=[O:31])=[O:31])([CH3:28])[CH3:27]. (2) Given the product [OH:32][CH2:31][C@H:12]1[O:11][C@@:10]2([C:47]3[C:42](=[CH:43][C:44]([CH3:58])=[C:45]([CH2:48][C:49]4[CH:54]=[CH:53][C:52]([C:55]#[C:56][CH3:57])=[CH:51][CH:50]=4)[CH:46]=3)[CH2:41][O:40]2)[C@H:9]([OH:8])[C@@H:14]([OH:15])[C@@H:13]1[OH:23], predict the reactants needed to synthesize it. The reactants are: C([O:8][C@@H:9]1[C@@H:14]([O:15]CC2C=CC=CC=2)[C@@H:13]([O:23]CC2C=CC=CC=2)[C@@H:12]([CH2:31][O:32]CC2C=CC=CC=2)[O:11][C@:10]21[C:47]1[C:42](=[CH:43][C:44]([CH3:58])=[C:45]([CH2:48][C:49]3[CH:54]=[CH:53][C:52]([C:55]#[C:56][CH3:57])=[CH:51][CH:50]=3)[CH:46]=1)[CH2:41][O:40]2)C1C=CC=CC=1.CC1C(C)=C(C)C(C)=C(C)C=1.B(Cl)(Cl)Cl.C(=O)([O-])O.[Na+]. (3) Given the product [CH3:22][S:23]([NH:1][C:2]1[CH:3]=[C:4]([O:8][CH2:9][C@H:10]2[O:12][CH2:11]2)[CH:5]=[CH:6][CH:7]=1)(=[O:25])=[O:24], predict the reactants needed to synthesize it. The reactants are: [NH2:1][C:2]1[CH:3]=[C:4]([O:8][CH2:9][C@H:10]2[O:12][CH2:11]2)[CH:5]=[CH:6][CH:7]=1.C(N(C(C)C)CC)(C)C.[CH3:22][S:23](Cl)(=[O:25])=[O:24]. (4) The reactants are: Cl[C:2]1[C:7]([C:8]([NH:10][C:11]2[CH:16]=[CH:15][C:14]([N:17]([CH2:25][CH2:26][C:27]3[CH:32]=[CH:31][CH:30]=[CH:29][N:28]=3)[C:18](=[O:24])[O:19][C:20]([CH3:23])([CH3:22])[CH3:21])=[CH:13][CH:12]=2)=[O:9])=[CH:6][CH:5]=[C:4]([CH3:33])[N:3]=1.C(OCC)(=O)C.O.[CH3:41][NH:42][CH3:43].O1CCCC1. Given the product [CH3:41][N:42]([CH3:43])[C:2]1[C:7]([C:8]([NH:10][C:11]2[CH:16]=[CH:15][C:14]([N:17]([CH2:25][CH2:26][C:27]3[CH:32]=[CH:31][CH:30]=[CH:29][N:28]=3)[C:18](=[O:24])[O:19][C:20]([CH3:23])([CH3:22])[CH3:21])=[CH:13][CH:12]=2)=[O:9])=[CH:6][CH:5]=[C:4]([CH3:33])[N:3]=1, predict the reactants needed to synthesize it.